Dataset: Catalyst prediction with 721,799 reactions and 888 catalyst types from USPTO. Task: Predict which catalyst facilitates the given reaction. (1) Reactant: [NH2:1][C:2]1[N:7]=[C:6]([N:8]2[CH2:22][CH2:21][C:11]3([CH2:15][NH:14][C@H:13]([C:16]([O:18]CC)=[O:17])[CH2:12]3)[CH2:10][CH2:9]2)[CH:5]=[C:4]([O:23][CH2:24][C:25]2[CH:30]=[CH:29][C:28]([Cl:31])=[CH:27][C:26]=2[C:32]2[CH:37]=[CH:36][CH:35]=[C:34]([S:38]([CH3:41])(=[O:40])=[O:39])[CH:33]=2)[N:3]=1.[OH-].[Na+]. Product: [NH2:1][C:2]1[N:7]=[C:6]([N:8]2[CH2:9][CH2:10][C:11]3([CH2:15][NH:14][C@H:13]([C:16]([OH:18])=[O:17])[CH2:12]3)[CH2:21][CH2:22]2)[CH:5]=[C:4]([O:23][CH2:24][C:25]2[CH:30]=[CH:29][C:28]([Cl:31])=[CH:27][C:26]=2[C:32]2[CH:37]=[CH:36][CH:35]=[C:34]([S:38]([CH3:41])(=[O:39])=[O:40])[CH:33]=2)[N:3]=1. The catalyst class is: 5. (2) Reactant: [OH:1][C:2]([CH:4]([C:6]1[CH:19]=[CH:18][CH:17]=[C:8]([C:9]([C:11]2[CH:16]=[CH:15][CH:14]=[CH:13][CH:12]=2)=[O:10])[CH:7]=1)[CH3:5])=[O:3].[NH:20]1[CH:24]=[CH:23][N:22]=[CH:21]1.[CH:25]1[N:29]([CH2:30][O:31][CH2:32][CH2:33][OH:34])[C:28]2[N:35]=[C:36]([NH2:40])[N:37]=[C:38]([OH:39])[C:27]=2[N:26]=1. Product: [CH:25]1[N:29]([CH2:30][O:31][CH2:32][CH2:33][OH:34])[C:28]2[N:35]=[C:36]([NH2:40])[N:37]=[C:38]([OH:39])[C:27]=2[N:26]=1.[NH:20]1[CH:24]=[CH:23][N:22]=[CH:21]1.[OH:3][C:2]([CH:4]([C:6]1[CH:19]=[CH:18][CH:17]=[C:8]([C:9]([C:11]2[CH:12]=[CH:13][CH:14]=[CH:15][CH:16]=2)=[O:10])[CH:7]=1)[CH3:5])=[O:1]. The catalyst class is: 6.